This data is from Forward reaction prediction with 1.9M reactions from USPTO patents (1976-2016). The task is: Predict the product of the given reaction. (1) Given the reactants [CH2:1]([O:8][CH2:9][CH2:10][NH:11][C:12]1[CH:17]=[C:16]([CH3:18])[N:15]=[C:14]([O:19][C:20]2[CH:25]=[CH:24][CH:23]=[CH:22][CH:21]=2)[C:13]=1[N+:26]([O-])=O)[C:2]1[CH:7]=[CH:6][CH:5]=[CH:4][CH:3]=1, predict the reaction product. The product is: [CH2:1]([O:8][CH2:9][CH2:10][NH:11][C:12]1[CH:17]=[C:16]([CH3:18])[N:15]=[C:14]([O:19][C:20]2[CH:21]=[CH:22][CH:23]=[CH:24][CH:25]=2)[C:13]=1[NH2:26])[C:2]1[CH:7]=[CH:6][CH:5]=[CH:4][CH:3]=1. (2) Given the reactants [Si]([O:8][CH2:9][CH:10]([O:20][CH2:21][CH2:22][CH2:23][CH2:24][O:25][CH:26]=[CH2:27])[CH2:11][O:12][Si](C)(C)C(C)(C)C)(C(C)(C)C)(C)C.[F-].C([N+](CCCC)(CCCC)CCCC)CCC, predict the reaction product. The product is: [CH:26]([O:25][CH2:24][CH2:23][CH2:22][CH2:21][O:20][CH:10]([CH2:9][OH:8])[CH2:11][OH:12])=[CH2:27]. (3) The product is: [ClH:27].[CH3:1][N:2]1[CH2:3][CH2:4][N:5]([C:8]2[CH:16]=[CH:15][CH:14]=[C:13]3[C:9]=2[CH:10]=[CH:11][N:12]3[S:24]([C:21]2[CH:22]=[CH:23][C:18]([CH3:17])=[CH:19][CH:20]=2)(=[O:26])=[O:25])[CH2:6][CH2:7]1. Given the reactants [CH3:1][N:2]1[CH2:7][CH2:6][N:5]([C:8]2[CH:16]=[CH:15][CH:14]=[C:13]3[C:9]=2[CH:10]=[CH:11][NH:12]3)[CH2:4][CH2:3]1.[CH3:17][C:18]1[CH:23]=[CH:22][C:21]([S:24]([Cl:27])(=[O:26])=[O:25])=[CH:20][CH:19]=1, predict the reaction product. (4) Given the reactants [Br-].[CH3:2][O:3][C:4]([C:6]1[CH:31]=[CH:30][C:9]([CH2:10][P+](C2C=CC=CC=2)(C2C=CC=CC=2)C2C=CC=CC=2)=[CH:8][CH:7]=1)=[O:5].CC(C)([O-])C.[K+].[CH:38]([C:40]1[N:41]=[C:42]([NH:54][C:55](=[O:57])[CH3:56])[S:43][C:44]=1[CH2:45][C:46]1[CH:51]=[CH:50][C:49]([S:52][CH3:53])=[CH:48][CH:47]=1)=O, predict the reaction product. The product is: [C:55]([NH:54][C:42]1[S:43][C:44]([CH2:45][C:46]2[CH:47]=[CH:48][C:49]([S:52][CH3:53])=[CH:50][CH:51]=2)=[C:40](/[CH:38]=[CH:10]\[C:9]2[CH:8]=[CH:7][C:6]([C:4]([O:3][CH3:2])=[O:5])=[CH:31][CH:30]=2)[N:41]=1)(=[O:57])[CH3:56]. (5) Given the reactants [C:1]([O:5][C:6]([CH3:9])([CH3:8])[CH3:7])(=[O:4])[CH:2]=[CH2:3].[CH3:10][O:11][CH2:12][CH2:13][NH2:14], predict the reaction product. The product is: [CH3:10][O:11][CH2:12][CH2:13][NH:14][CH2:3][CH2:2][C:1]([O:5][C:6]([CH3:9])([CH3:8])[CH3:7])=[O:4]. (6) Given the reactants [C:1]([C:3]1[CH:4]=[C:5]2[C:9](=[CH:10][CH:11]=1)[NH:8][C:7](=[O:12])[CH2:6]2)#[N:2].[H-].[Na+].[Cl:15][C:16]1[N:21]=[CH:20][C:19]([S:22]([N:25]([CH3:33])[CH2:26][CH2:27][N:28]2[CH2:32][CH2:31][CH2:30][CH2:29]2)(=[O:24])=[O:23])=[CH:18][CH:17]=1.C([O-])(O)=O.[Na+], predict the reaction product. The product is: [ClH:15].[C:1]([C:3]1[CH:4]=[C:5]2[C:9](=[CH:10][CH:11]=1)[NH:8][C:7]([OH:12])=[C:6]2[C:16]1[N:21]=[CH:20][C:19]([S:22]([N:25]([CH3:33])[CH2:26][CH2:27][N:28]2[CH2:32][CH2:31][CH2:30][CH2:29]2)(=[O:24])=[O:23])=[CH:18][CH:17]=1)#[N:2]. (7) Given the reactants [Cl:1][C:2]1[N:7]2[N:8]=[C:9]([C:26]3[CH:31]=[CH:30][C:29]([F:32])=[CH:28][CH:27]=3)[C:10]([C:11]3[N:16]=[C:15]([NH:17][CH:18]4[CH2:22][CH2:21][CH2:20][CH2:19]4)[N:14]=[C:13]([C:23]([OH:25])=[O:24])[CH:12]=3)=[C:6]2[CH:5]=[CH:4][CH:3]=1.[CH3:33][Si](C=[N+]=[N-])(C)C, predict the reaction product. The product is: [Cl:1][C:2]1[N:7]2[N:8]=[C:9]([C:26]3[CH:31]=[CH:30][C:29]([F:32])=[CH:28][CH:27]=3)[C:10]([C:11]3[N:16]=[C:15]([NH:17][CH:18]4[CH2:22][CH2:21][CH2:20][CH2:19]4)[N:14]=[C:13]([C:23]([O:25][CH3:33])=[O:24])[CH:12]=3)=[C:6]2[CH:5]=[CH:4][CH:3]=1. (8) Given the reactants [Cl:1][C:2]1[CH:7]=[CH:6][C:5]([C:8](=[O:19])[NH:9][CH:10]([C:13]2[CH:18]=[CH:17][CH:16]=[CH:15][CH:14]=2)[CH2:11][OH:12])=[CH:4][C:3]=1[NH:20][C:21]([C:23]1[C:34](=[O:35])[NH:33][C:26]2[N:27]=[C:28]([S:31][CH3:32])[N:29]=[CH:30][C:25]=2[CH:24]=1)=[O:22].[OH2:36].C[OH:38].OOS([O-])=O.[K+], predict the reaction product. The product is: [Cl:1][C:2]1[CH:7]=[CH:6][C:5]([C:8](=[O:19])[NH:9][CH:10]([C:13]2[CH:14]=[CH:15][CH:16]=[CH:17][CH:18]=2)[CH2:11][OH:12])=[CH:4][C:3]=1[NH:20][C:21]([C:23]1[C:34](=[O:35])[NH:33][C:26]2[N:27]=[C:28]([S:31]([CH3:32])(=[O:38])=[O:36])[N:29]=[CH:30][C:25]=2[CH:24]=1)=[O:22]. (9) Given the reactants [N+:1]([C:4]1[CH:25]=[CH:24][C:7]([O:8][CH2:9][CH2:10][CH2:11][CH2:12][CH2:13][O:14][C:15]2[CH:20]=[CH:19][C:18]([N+:21]([O-])=O)=[CH:17][CH:16]=2)=[CH:6][CH:5]=1)([O-])=O.[H][H], predict the reaction product. The product is: [NH2:21][C:18]1[CH:17]=[CH:16][C:15]([O:14][CH2:13][CH2:12][CH2:11][CH2:10][CH2:9][O:8][C:7]2[CH:6]=[CH:5][C:4]([NH2:1])=[CH:25][CH:24]=2)=[CH:20][CH:19]=1. (10) Given the reactants [I:1][C:2]1[C:6]2[N:7]=[C:8]([NH:11][C:12]3[CH:17]=[CH:16][C:15]([O:18][CH2:19][CH2:20][O:21][CH3:22])=[CH:14][CH:13]=3)[N:9]=[CH:10][C:5]=2[NH:4][CH:3]=1.CCN(C(C)C)C(C)C.[C:32]1([S:38](Cl)(=[O:40])=[O:39])[CH:37]=[CH:36][CH:35]=[CH:34][CH:33]=1, predict the reaction product. The product is: [I:1][C:2]1[C:6]2[N:7]=[C:8]([NH:11][C:12]3[CH:13]=[CH:14][C:15]([O:18][CH2:19][CH2:20][O:21][CH3:22])=[CH:16][CH:17]=3)[N:9]=[CH:10][C:5]=2[N:4]([S:38]([C:32]2[CH:37]=[CH:36][CH:35]=[CH:34][CH:33]=2)(=[O:40])=[O:39])[CH:3]=1.